The task is: Regression. Given a peptide amino acid sequence and an MHC pseudo amino acid sequence, predict their binding affinity value. This is MHC class I binding data.. This data is from Peptide-MHC class I binding affinity with 185,985 pairs from IEDB/IMGT. (1) The peptide sequence is EVQLVESGGGL. The MHC is HLA-A24:02 with pseudo-sequence HLA-A24:02. The binding affinity (normalized) is 0. (2) The peptide sequence is VGNVYVKF. The MHC is HLA-B40:02 with pseudo-sequence HLA-B40:02. The binding affinity (normalized) is 0.